This data is from Drug-target binding data from BindingDB using IC50 measurements. The task is: Regression. Given a target protein amino acid sequence and a drug SMILES string, predict the binding affinity score between them. We predict pIC50 (pIC50 = -log10(IC50 in M); higher means more potent). Dataset: bindingdb_ic50. (1) The drug is CC(=O)N1CCN(C(=O)c2cc(C)cc(CSc3cnc(NC(=O)c4ccc(N(C)C)cc4)s3)c2)CC1. The target protein (Q08881) has sequence MNNFILLEEQLIKKSQQKRRTSPSNFKVRFFVLTKASLAYFEDRHGKKRTLKGSIELSRIKCVEIVKSDISIPCHYKYPFQVVHDNYLLYVFAPDRESRQRWVLALKEETRNNNSLVPKYHPNFWMDGKWRCCSQLEKLATGCAQYDPTKNASKKPLPPTPEDNRRPLWEPEETVVIALYDYQTNDPQELALRRNEEYCLLDSSEIHWWRVQDRNGHEGYVPSSYLVEKSPNNLETYEWYNKSISRDKAEKLLLDTGKEGAFMVRDSRTAGTYTVSVFTKAVVSENNPCIKHYHIKETNDNPKRYYVAEKYVFDSIPLLINYHQHNGGGLVTRLRYPVCFGRQKAPVTAGLRYGKWVIDPSELTFVQEIGSGQFGLVHLGYWLNKDKVAIKTIREGAMSEEDFIEEAEVMMKLSHPKLVQLYGVCLEQAPICLVFEFMEHGCLSDYLRTQRGLFAAETLLGMCLDVCEGMAYLEEACVIHRDLAARNCLVGENQVIKVSD.... The pIC50 is 6.6. (2) The compound is NCc1c(OCCO)cncc1OCCO. The target protein (P19801) has sequence MPALGWAVAAILMLQTAMAEPSPGTLPRKAGVFSDLSNQELKAVHSFLWSKKELRLQPSSTTTMAKNTVFLIEMLLPKKYHVLRFLDKGERHPVREARAVIFFGDQEHPNVTEFAVGPLPGPCYMRALSPRPGYQSSWASRPISTAEYALLYHTLQEATKPLHQFFLNTTGFSFQDCHDRCLAFTDVAPRGVASGQRRSWLIIQRYVEGYFLHPTGLELLVDHGSTDAGHWAVEQVWYNGKFYGSPEELARKYADGEVDVVVLEDPLPGGKGHDSTEEPPLFSSHKPRGDFPSPIHVSGPRLVQPHGPRFRLEGNAVLYGGWSFAFRLRSSSGLQVLNVHFGGERIAYEVSVQEAVALYGGHTPAGMQTKYLDVGWGLGSVTHELAPGIDCPETATFLDTFHYYDADDPVHYPRALCLFEMPTGVPLRRHFNSNFKGGFNFYAGLKGQVLVLRTTSTVYNYDYIWDFIFYPNGVMEAKMHATGYVHATFYTPEGLRHGTR.... The pIC50 is 3.0.